This data is from Reaction yield outcomes from USPTO patents with 853,638 reactions. The task is: Predict the reaction yield, written as a fraction of the theoretical maximum amount of product (1.0 means a 100% yield; for example, 0.34 means a 34% yield). The reactants are [Cl:1][C:2]1[N:10]=[C:9]2[C:5]([N:6]=[CH:7][NH:8]2)=[C:4](Cl)[N:3]=1.[NH2:12][C:13]1[CH:14]=[C:15]2[C:19](=[CH:20][CH:21]=1)[CH2:18][CH2:17][CH2:16]2.CCN(CC)CC. No catalyst specified. The product is [Cl:1][C:2]1[N:10]=[C:9]2[C:5]([N:6]=[CH:7][NH:8]2)=[C:4]([NH:12][C:13]2[CH:14]=[C:15]3[C:19](=[CH:20][CH:21]=2)[CH2:18][CH2:17][CH2:16]3)[N:3]=1. The yield is 0.541.